Task: Predict the product of the given reaction.. Dataset: Forward reaction prediction with 1.9M reactions from USPTO patents (1976-2016) (1) The product is: [CH2:40]([N:47]1[CH2:2][C:3]([C:4]([O:6][CH2:7][CH3:8])=[O:5])([C:9]([O:11][CH2:12][CH3:13])=[O:10])[CH2:14]1)[C:41]1[CH:46]=[CH:45][CH:44]=[CH:43][CH:42]=1. Given the reactants O[CH2:2][C:3]([CH2:14]O)([C:9]([O:11][CH2:12][CH3:13])=[O:10])[C:4]([O:6][CH2:7][CH3:8])=[O:5].O(S(C(F)(F)F)(=O)=O)S(C(F)(F)F)(=O)=O.CCN(C(C)C)C(C)C.[CH2:40]([NH2:47])[C:41]1[CH:46]=[CH:45][CH:44]=[CH:43][CH:42]=1, predict the reaction product. (2) Given the reactants [CH3:1][O:2][C:3](=[O:30])[C:4]([O:9][C:10]1[CH:15]=[CH:14][C:13]([Cl:16])=[CH:12][C:11]=1/[CH:17]=[C:18]1\[C:19](=[O:29])[NH:20][C:21]2[C:26]\1=[CH:25][C:24]([F:27])=[C:23]([Cl:28])[CH:22]=2)([CH2:7][CH3:8])[CH2:5][CH3:6].[C:31]([O:35][C:36](O[C:36]([O:35][C:31]([CH3:34])([CH3:33])[CH3:32])=[O:37])=[O:37])([CH3:34])([CH3:33])[CH3:32], predict the reaction product. The product is: [C:31]([O:35][C:36]([N:20]1[C:21]2[C:26](=[CH:25][C:24]([F:27])=[C:23]([Cl:28])[CH:22]=2)/[C:18](=[CH:17]/[C:11]2[CH:12]=[C:13]([Cl:16])[CH:14]=[CH:15][C:10]=2[O:9][C:4]([CH2:5][CH3:6])([C:3]([O:2][CH3:1])=[O:30])[CH2:7][CH3:8])/[C:19]1=[O:29])=[O:37])([CH3:34])([CH3:33])[CH3:32]. (3) The product is: [CH2:1]([C:3]([C:21]1[CH:34]=[CH:33][C:24]([O:25][CH2:26][C@@H:27]([OH:31])[CH2:28][CH2:29][CH2:30][OH:32])=[C:23]([CH3:35])[CH:22]=1)([C:6]1[CH:11]=[CH:10][C:9](/[CH:12]=[CH:13]/[C:14]([CH2:15][CH3:16])([OH:17])[CH2:18][CH3:19])=[C:8]([CH3:20])[CH:7]=1)[CH2:4][CH3:5])[CH3:2]. Given the reactants [CH2:1]([C:3]([C:21]1[CH:34]=[CH:33][C:24]([O:25][CH2:26][C@H:27]2[O:31][C:30](=[O:32])[CH2:29][CH2:28]2)=[C:23]([CH3:35])[CH:22]=1)([C:6]1[CH:11]=[CH:10][C:9](/[CH:12]=[CH:13]/[C:14]([CH2:18][CH3:19])([OH:17])[CH2:15][CH3:16])=[C:8]([CH3:20])[CH:7]=1)[CH2:4][CH3:5])[CH3:2].[H-].[H-].[H-].[H-].[Li+].[Al+3].C(OCC)(=O)C, predict the reaction product. (4) Given the reactants C=O.[C:3](O)(=O)C.[BH4-].[C:8]([Na])#[N:9].N[C:12]1[CH:17]=[C:16]([CH2:18][C:19]([OH:21])=[O:20])[CH:15]=[CH:14][C:13]=1[C:22]1[CH:27]=[CH:26][C:25]([O:28][CH2:29][C:30]2[CH:35]=[CH:34][C:33]([C:36]([F:39])([F:38])[F:37])=[C:32]([OH:40])[C:31]=2[C:41]([O:43][C:44]([CH3:47])([CH3:46])[CH3:45])=[O:42])=[CH:24][CH:23]=1, predict the reaction product. The product is: [C:44]([O:43][C:41]([C:31]1[C:32]([OH:40])=[C:33]([C:36]([F:39])([F:37])[F:38])[CH:34]=[CH:35][C:30]=1[CH2:29][O:28][C:25]1[CH:24]=[CH:23][C:22]([C:13]2[CH:14]=[CH:15][C:16]([CH2:18][C:19]([OH:21])=[O:20])=[CH:17][C:12]=2[N:9]([CH3:8])[CH3:3])=[CH:27][CH:26]=1)=[O:42])([CH3:46])([CH3:45])[CH3:47]. (5) Given the reactants [N:1]1[CH:6]=[CH:5][C:4]([C:7]2[CH:8]=[C:9]([NH2:14])[C:10]([NH2:13])=[CH:11][CH:12]=2)=[CH:3][CH:2]=1.[NH:15](C(OC(C)(C)C)=O)[C@@H:16]([C:24](O)=O)[CH2:17][C:18]1[CH:23]=[CH:22][CH:21]=[CH:20][CH:19]=1.CN(C(ON1N=NC2C=CC=NC1=2)=[N+](C)C)C.F[P-](F)(F)(F)(F)F.CCN(C(C)C)C(C)C, predict the reaction product. The product is: [C:18]1([CH2:17][C@H:16]([C:24]2[NH:13][C:10]3[CH:11]=[CH:12][C:7]([C:4]4[CH:3]=[CH:2][N:1]=[CH:6][CH:5]=4)=[CH:8][C:9]=3[N:14]=2)[NH2:15])[CH:23]=[CH:22][CH:21]=[CH:20][CH:19]=1.